Dataset: Full USPTO retrosynthesis dataset with 1.9M reactions from patents (1976-2016). Task: Predict the reactants needed to synthesize the given product. (1) Given the product [Br:11][C:12]1[CH:21]=[N:20][C:19]2[N:18]([CH2:2][C:3]3[CH:8]=[CH:7][C:6]([O:9][CH3:10])=[CH:5][CH:4]=3)[C:17](=[O:22])[N:16]3[N:23]=[CH:24][N:25]=[C:15]3[C:14]=2[CH:13]=1, predict the reactants needed to synthesize it. The reactants are: Cl[CH2:2][C:3]1[CH:8]=[CH:7][C:6]([O:9][CH3:10])=[CH:5][CH:4]=1.[Br:11][C:12]1[CH:21]=[N:20][C:19]2[NH:18][C:17](=[O:22])[N:16]3[N:23]=[CH:24][N:25]=[C:15]3[C:14]=2[CH:13]=1.C(=O)([O-])[O-].[K+].[K+]. (2) Given the product [CH2:16]([O:15][C:11](=[O:14])/[CH:12]=[CH:1]/[C:2]1[CH:10]=[CH:9][C:5]([C:6]([OH:8])=[O:7])=[CH:4][N:3]=1)[CH3:17], predict the reactants needed to synthesize it. The reactants are: [CH3:1][C:2]1[CH:10]=[CH:9][C:5]([C:6]([OH:8])=[O:7])=[CH:4][N:3]=1.[C:11]([O:15][CH2:16][CH3:17])(=[O:14])[CH:12]=O.CC(OC(C)=O)=O.